This data is from Reaction yield outcomes from USPTO patents with 853,638 reactions. The task is: Predict the reaction yield, written as a fraction of the theoretical maximum amount of product (1.0 means a 100% yield; for example, 0.34 means a 34% yield). (1) The reactants are [F:1][C:2]1[CH:3]=[C:4]([C:9]2[CH:21]=[CH:20][C:12]([C:13]([O:15]C(C)(C)C)=[O:14])=[CH:11][N:10]=2)[CH:5]=[C:6]([F:8])[CH:7]=1.FC(F)(F)C(O)=O.C1(C)C=CC=CC=1. The catalyst is C(Cl)Cl. The product is [F:8][C:6]1[CH:5]=[C:4]([C:9]2[CH:21]=[CH:20][C:12]([C:13]([OH:15])=[O:14])=[CH:11][N:10]=2)[CH:3]=[C:2]([F:1])[CH:7]=1. The yield is 0.740. (2) The reactants are [NH:1]1[CH:5]=[CH:4][N:3]=[C:2]1[NH:6][C:7]([C:9]1[C:17]2[N:16]=[C:15]([NH:18][C:19]([C:21]3[CH:22]=[C:23]4[C:28](=[CH:29][CH:30]=3)[CH2:27][NH:26][CH2:25][CH2:24]4)=[O:20])[NH:14][C:13]=2[CH:12]=[CH:11][CH:10]=1)=[O:8].CCN(C(C)C)C(C)C.Cl[C:41]([O:43][CH3:44])=[O:42].[Li+].[OH-]. The catalyst is CN(C=O)C.O. The product is [CH3:44][O:43][C:41]([N:26]1[CH2:25][CH2:24][C:23]2[C:28](=[CH:29][CH:30]=[C:21]([C:19](=[O:20])[NH:18][C:15]3[NH:14][C:13]4[CH:12]=[CH:11][CH:10]=[C:9]([C:7](=[O:8])[NH:6][C:2]5[NH:1][CH:5]=[CH:4][N:3]=5)[C:17]=4[N:16]=3)[CH:22]=2)[CH2:27]1)=[O:42]. The yield is 0.310. (3) The reactants are C([O-])([O-])=O.[Cs+].[Cs+].[CH2:7]([O:9][CH2:10][C:11]([OH:13])=[O:12])[CH3:8].Cl[CH2:15][S:16][C:17]1[CH:22]=[CH:21][CH:20]=[CH:19][CH:18]=1. The catalyst is CN(C=O)C.O. The product is [CH2:7]([O:9][CH2:10][C:11]([O:13][CH2:15][S:16][C:17]1[CH:22]=[CH:21][CH:20]=[CH:19][CH:18]=1)=[O:12])[CH3:8]. The yield is 0.970.